The task is: Predict the reactants needed to synthesize the given product.. This data is from Full USPTO retrosynthesis dataset with 1.9M reactions from patents (1976-2016). Given the product [OH:18][CH2:17][C@H:13]1[CH2:12][N:11]([C@@H:9]([C:6]2[CH:5]=[CH:4][C:3]([O:2][CH3:1])=[CH:8][CH:7]=2)[CH3:10])[C:15](=[O:16])[CH2:14]1, predict the reactants needed to synthesize it. The reactants are: [CH3:1][O:2][C:3]1[CH:8]=[CH:7][C:6]([C@H:9]([N:11]2[C:15](=[O:16])[CH2:14][C@@H:13]([C:17](O)=[O:18])[CH2:12]2)[CH3:10])=[CH:5][CH:4]=1.O.CCOC(C)=O.